From a dataset of Reaction yield outcomes from USPTO patents with 853,638 reactions. Predict the reaction yield, written as a fraction of the theoretical maximum amount of product (1.0 means a 100% yield; for example, 0.34 means a 34% yield). The reactants are C[O:2][C:3]1[CH:4]=[CH:5][CH:6]=[C:7]2[C:12]=1[N:11]=[C:10]([C:13]1[N:17]3[CH:18]=[CH:19][C:20]([O:22][CH2:23][CH2:24][O:25][CH3:26])=[CH:21][C:16]3=[N:15][CH:14]=1)[CH:9]=[C:8]2[C:27]1[O:31][CH:30]=[N:29][CH:28]=1.C([S-])C.[Na+]. The catalyst is CN(C=O)C. The product is [CH3:26][O:25][CH2:24][CH2:23][O:22][C:20]1[CH:19]=[CH:18][N:17]2[C:13]([C:10]3[CH:9]=[C:8]([C:27]4[O:31][CH:30]=[N:29][CH:28]=4)[C:7]4[C:12](=[C:3]([OH:2])[CH:4]=[CH:5][CH:6]=4)[N:11]=3)=[CH:14][N:15]=[C:16]2[CH:21]=1. The yield is 0.390.